Dataset: Forward reaction prediction with 1.9M reactions from USPTO patents (1976-2016). Task: Predict the product of the given reaction. Given the reactants [NH2:1][CH2:2][CH2:3][CH2:4][CH2:5][O:6][C:7]1[CH:14]=[CH:13][CH:12]=[C:11]([N+:15]([O-:17])=[O:16])[C:8]=1[C:9]#[N:10].C(N(CC)CC)C.[C:25](Cl)(=[O:27])[CH3:26], predict the reaction product. The product is: [C:9]([C:8]1[C:11]([N+:15]([O-:17])=[O:16])=[CH:12][CH:13]=[CH:14][C:7]=1[O:6][CH2:5][CH2:4][CH2:3][CH2:2][NH:1][C:25](=[O:27])[CH3:26])#[N:10].